From a dataset of Full USPTO retrosynthesis dataset with 1.9M reactions from patents (1976-2016). Predict the reactants needed to synthesize the given product. (1) Given the product [C:1]([N:5]1[C:9]2[CH:10]=[CH:11][CH:12]=[CH:13][C:8]=2[N:7]([C@@H:23]([C:17]2[CH:22]=[CH:21][CH:20]=[CH:19][CH:18]=2)[C@H:24]([OH:25])[CH2:26][OH:27])[C:6]1=[O:14])([CH3:4])([CH3:2])[CH3:3], predict the reactants needed to synthesize it. The reactants are: [C:1]([N:5]1[C:9]2[CH:10]=[CH:11][CH:12]=[CH:13][C:8]=2[NH:7][C:6]1=[O:14])([CH3:4])([CH3:3])[CH3:2].[H-].[Na+].[C:17]1([C@H:23]2[O:25][C@@H:24]2[CH2:26][OH:27])[CH:22]=[CH:21][CH:20]=[CH:19][CH:18]=1. (2) The reactants are: [O:1]1[CH2:5][CH2:4][CH2:3][CH:2]1[C:6]([OH:8])=[O:7].Cl.[CH3:10]O. Given the product [CH3:10][O:7][C:6]([CH:2]1[CH2:3][CH2:4][CH2:5][O:1]1)=[O:8], predict the reactants needed to synthesize it. (3) Given the product [CH3:1][O:2][CH2:3][C@H:4]([CH3:50])[CH2:5][O:6][CH2:7][C:8]1[CH:9]=[CH:10][C:11]([C@@H:14]2[C@@H:19]([O:20][CH2:21][C:22]3[CH:23]=[CH:24][C:25]4[O:30][CH2:29][CH2:28][N:27]([CH2:31][CH2:32][CH2:33][O:34][CH3:35])[C:26]=4[CH:36]=3)[CH2:18][N:17]([S:37]([C:40]3[CH:45]=[CH:44][C:43]([CH3:46])=[CH:42][CH:41]=3)(=[O:39])=[O:38])[C@H:16]([CH2:47][CH:48]([OH:49])[CH3:51])[CH2:15]2)=[CH:12][CH:13]=1, predict the reactants needed to synthesize it. The reactants are: [CH3:1][O:2][CH2:3][C@H:4]([CH3:50])[CH2:5][O:6][CH2:7][C:8]1[CH:13]=[CH:12][C:11]([C@@H:14]2[C@@H:19]([O:20][CH2:21][C:22]3[CH:23]=[CH:24][C:25]4[O:30][CH2:29][CH2:28][N:27]([CH2:31][CH2:32][CH2:33][O:34][CH3:35])[C:26]=4[CH:36]=3)[CH2:18][N:17]([S:37]([C:40]3[CH:45]=[CH:44][C:43]([CH3:46])=[CH:42][CH:41]=3)(=[O:39])=[O:38])[C@H:16]([CH2:47][CH:48]=[O:49])[CH2:15]2)=[CH:10][CH:9]=1.[CH3:51][Mg]Br. (4) Given the product [F:1][C:2]1[CH:7]=[CH:6][CH:5]=[CH:4][C:3]=1[C:8]1[N:17]=[C:16]([O:18][CH:19]([CH3:21])[CH3:20])[C:15]2[CH2:14][CH2:13][C@H:12]3[C@H:22]([CH3:29])[C:23](=[O:28])[C:24]([C:26]#[N:27])=[CH:25][C@:11]3([C:30]3[CH:31]=[CH:32][CH:33]=[CH:34][CH:35]=3)[C:10]=2[N:9]=1, predict the reactants needed to synthesize it. The reactants are: [F:1][C:2]1[CH:7]=[CH:6][CH:5]=[CH:4][C:3]=1[C:8]1[N:17]=[C:16]([O:18][CH:19]([CH3:21])[CH3:20])[C:15]2[CH2:14][CH2:13][C@H:12]3[C@H:22]([CH3:29])[C:23](=[O:28])[CH:24]([C:26]#[N:27])[CH2:25][C@:11]3([C:30]3[CH:35]=[CH:34][CH:33]=[CH:32][CH:31]=3)[C:10]=2[N:9]=1.BrN1C(C)(C)C(=O)N(Br)C1=O.N1C=CC=CC=1. (5) The reactants are: [CH2:1]([C:5]1([C:18]([O:20][CH3:21])=[O:19])[C:14]2[C:9](=[CH:10][CH:11]=[CH:12][CH:13]=2)[C:8](=[O:15])[CH:7]=[C:6]1[O:16]C)[CH2:2][CH2:3][CH3:4].I[Si](C)(C)C. Given the product [CH2:1]([C:5]1([C:18]([O:20][CH3:21])=[O:19])[C:14]2[C:9](=[CH:10][CH:11]=[CH:12][CH:13]=2)[C:8](=[O:15])[CH2:7][C:6]1=[O:16])[CH2:2][CH2:3][CH3:4], predict the reactants needed to synthesize it. (6) Given the product [ClH:52].[NH2:43][CH2:42][C@H:39]1[CH2:40][CH2:41][C@H:36]([C:34]([NH:33][C@H:12]([C:11]([NH:10][C:8]2[CH:7]=[CH:6][C:5]3[NH:1][N:2]=[N:3][C:4]=3[CH:9]=2)=[O:51])[CH2:13][C:14]2[CH:15]=[CH:16][C:17]([C:20]3[CH:25]=[CH:24][C:23]([C:26]([NH:27][CH:28]4[CH2:29][CH2:30]4)=[O:31])=[CH:22][C:21]=3[CH3:32])=[CH:18][CH:19]=2)=[O:35])[CH2:37][CH2:38]1, predict the reactants needed to synthesize it. The reactants are: [NH:1]1[C:5]2[CH:6]=[CH:7][C:8]([NH:10][C:11](=[O:51])[C@@H:12]([NH:33][C:34]([C@H:36]3[CH2:41][CH2:40][C@H:39]([CH2:42][NH:43]C(=O)OC(C)(C)C)[CH2:38][CH2:37]3)=[O:35])[CH2:13][C:14]3[CH:19]=[CH:18][C:17]([C:20]4[CH:25]=[CH:24][C:23]([C:26](=[O:31])[NH:27][CH:28]5[CH2:30][CH2:29]5)=[CH:22][C:21]=4[CH3:32])=[CH:16][CH:15]=3)=[CH:9][C:4]=2[N:3]=[N:2]1.[ClH:52]. (7) Given the product [CH3:20][N:9]1[CH:10]=[C:11]([C:14]([O:16][CH2:17][CH3:18])=[O:15])[C:12](=[O:13])[N:8]1[C:3]1[CH:4]=[CH:5][CH:6]=[CH:7][C:2]=1[CH3:1], predict the reactants needed to synthesize it. The reactants are: [CH3:1][C:2]1[CH:7]=[CH:6][CH:5]=[CH:4][C:3]=1[N:8]1[C:12](=[O:13])[C:11]([C:14]([O:16][CH2:17][CH3:18])=[O:15])=[CH:10][NH:9]1.F[C:20](F)(F)S(OC)(=O)=O. (8) Given the product [C:11]([O:15][C:16](=[O:20])[CH:3]([C:4]#[N:5])[C:2](=[O:1])[CH3:6])([CH3:14])([CH3:13])[CH3:12], predict the reactants needed to synthesize it. The reactants are: [O:1]=[C:2]([CH3:6])[CH2:3][C:4]#[N:5].S(Cl)(Cl)=O.[C:11]([O:15][C:16](=[O:20])CC#N)([CH3:14])([CH3:13])[CH3:12].[H-].[Na+]. (9) The reactants are: CC1(C)C(C)(C)OB([C:9]2[CH:10]=[C:11]3[C:15](=[CH:16][CH:17]=2)[CH:14]([NH:18][S:19]([CH:22]([CH3:24])[CH3:23])(=[O:21])=[O:20])[CH2:13][CH2:12]3)O1.[OH:26]OS([O-])=O.[K+]. Given the product [OH:26][C:9]1[CH:10]=[C:11]2[C:15](=[CH:16][CH:17]=1)[CH:14]([NH:18][S:19]([CH:22]([CH3:24])[CH3:23])(=[O:21])=[O:20])[CH2:13][CH2:12]2, predict the reactants needed to synthesize it.